Dataset: Reaction yield outcomes from USPTO patents with 853,638 reactions. Task: Predict the reaction yield, written as a fraction of the theoretical maximum amount of product (1.0 means a 100% yield; for example, 0.34 means a 34% yield). (1) The reactants are C(O[C:6](=[O:16])[NH:7][C:8]1[CH:13]=[CH:12][CH:11]=[CH:10][C:9]=1[CH:14]=O)(C)(C)C.[NH2:17][C:18]1[CH:23]=[CH:22][C:21]([CH:24]([CH2:27][NH2:28])[CH2:25][NH2:26])=[CH:20][C:19]=1[CH3:29].C(=O)([O-])[O-].[K+].[K+].II. The catalyst is CN(C)C=O.C(O)(C)(C)C. The product is [NH2:17][C:18]1[CH:23]=[CH:22][C:21]([CH:24]2[CH2:27][N:28]3[C:6](=[O:16])[NH:7][C:8]4[CH:13]=[CH:12][CH:11]=[CH:10][C:9]=4[C:14]3=[N:26][CH2:25]2)=[CH:20][C:19]=1[CH3:29]. The yield is 0.230. (2) The reactants are [CH2:1]([O:3][C:4](=[O:15])[CH:5]=[N:6][NH:7][C:8]([O:10][C:11]([CH3:14])([CH3:13])[CH3:12])=[O:9])[CH3:2].[H-].[Na+].Br[CH2:19][CH2:20][C:21]([CH3:24])([CH3:23])[CH3:22].Cl. The catalyst is CN(C=O)C. The product is [CH2:1]([O:3][C:4](=[O:15])[CH:5]=[N:6][N:7]([C:8]([O:10][C:11]([CH3:14])([CH3:13])[CH3:12])=[O:9])[CH2:19][CH2:20][C:21]([CH3:24])([CH3:23])[CH3:22])[CH3:2]. The yield is 0.640.